This data is from Forward reaction prediction with 1.9M reactions from USPTO patents (1976-2016). The task is: Predict the product of the given reaction. (1) Given the reactants [C:9](O[C:9]([O:11][C:12]([CH3:15])([CH3:14])[CH3:13])=[O:10])([O:11][C:12]([CH3:15])([CH3:14])[CH3:13])=[O:10].[C:16]1([CH3:39])[CH:21]=[CH:20][C:19]([C:22]2[N:23]=[C:24]3[CH2:38][CH2:37][CH2:36][NH:35][C:25]3=[N:26][C:27]=2[C:28]2[CH:33]=[CH:32][C:31]([CH3:34])=[CH:30][CH:29]=2)=[CH:18][CH:17]=1, predict the reaction product. The product is: [CH3:19][CH2:18][CH2:17][CH:16]([CH3:39])[CH3:21].[C:16]1([CH3:39])[CH:21]=[CH:20][C:19]([C:22]2[N:23]=[C:24]3[CH2:38][CH2:37][CH2:36][N:35]([C:9]([O:11][C:12]([CH3:13])([CH3:14])[CH3:15])=[O:10])[C:25]3=[N:26][C:27]=2[C:28]2[CH:33]=[CH:32][C:31]([CH3:34])=[CH:30][CH:29]=2)=[CH:18][CH:17]=1. (2) Given the reactants [Cl:1][C:2]1[C:3]([C:33]([C:36]#[N:37])([CH3:35])[CH3:34])=[CH:4][C:5]([O:30][CH2:31][CH3:32])=[C:6]([C:8]2[N:9]([C:27](Cl)=[O:28])[C@H:10]([C:20]3[CH:25]=[CH:24][C:23]([Cl:26])=[CH:22][CH:21]=3)[C@H:11]([C:13]3[CH:18]=[CH:17][C:16]([Cl:19])=[CH:15][CH:14]=3)[N:12]=2)[CH:7]=1.[CH3:38][C:39]1[C:43]([C:44]([N:46]2[CH2:51][CH2:50][NH:49][CH2:48][CH2:47]2)=[O:45])=[C:42]([CH3:52])[O:41][N:40]=1, predict the reaction product. The product is: [Cl:19][C:16]1[CH:15]=[CH:14][C:13]([C@H:11]2[C@@H:10]([C:20]3[CH:25]=[CH:24][C:23]([Cl:26])=[CH:22][CH:21]=3)[N:9]([C:27]([N:49]3[CH2:50][CH2:51][N:46]([C:44]([C:43]4[C:39]([CH3:38])=[N:40][O:41][C:42]=4[CH3:52])=[O:45])[CH2:47][CH2:48]3)=[O:28])[C:8]([C:6]3[C:5]([O:30][CH2:31][CH3:32])=[CH:4][C:3]([C:33]([CH3:34])([CH3:35])[C:36]#[N:37])=[C:2]([Cl:1])[CH:7]=3)=[N:12]2)=[CH:18][CH:17]=1. (3) Given the reactants [NH2:1][C:2]1[CH:3]=[C:4]2[C:9](=[CH:10][CH:11]=1)[N:8]=[CH:7][C:6]([C:12]#[N:13])=[C:5]2[NH:14][C:15]1[CH:20]=[CH:19][C:18]([F:21])=[C:17]([Cl:22])[CH:16]=1.[C:23]1([CH3:31])[CH:28]=[CH:27][CH:26]=[C:25]([CH:29]=O)[CH:24]=1.[BH3-]C#N.[Na+], predict the reaction product. The product is: [Cl:22][C:17]1[CH:16]=[C:15]([NH:14][C:5]2[C:4]3[C:9](=[CH:10][CH:11]=[C:2]([NH:1][CH2:31][C:23]4[CH:28]=[CH:27][CH:26]=[C:25]([CH3:29])[CH:24]=4)[CH:3]=3)[N:8]=[CH:7][C:6]=2[C:12]#[N:13])[CH:20]=[CH:19][C:18]=1[F:21]. (4) The product is: [CH3:6][C:7]([CH3:20])([CH3:19])[CH2:8][O:9][CH2:10][C:11]1[CH:12]=[CH:13][C:14]([CH2:15][NH2:16])=[CH:17][CH:18]=1. Given the reactants C1COCC1.[CH3:6][C:7]([CH3:20])([CH3:19])[CH2:8][O:9][CH2:10][C:11]1[CH:18]=[CH:17][C:14]([C:15]#[N:16])=[CH:13][CH:12]=1.[H][H], predict the reaction product. (5) Given the reactants [CH2:1]([O:5][CH2:6][CH2:7][O:8][C:9]1[CH:14]=[CH:13][C:12]([C:15]2[CH:16]=[CH:17][C:18]3[N:24]([CH2:25][CH2:26][CH3:27])[CH2:23][CH2:22][C:21]([C:28]([NH:30][C:31]4[CH:36]=[CH:35][C:34]([S:37][CH2:38][CH2:39][N:40]5[CH:44]=[N:43][N:42]=[CH:41]5)=[CH:33][CH:32]=4)=[O:29])=[CH:20][C:19]=3[CH:45]=2)=[CH:11][CH:10]=1)[CH2:2][CH2:3][CH3:4].ClC1C=CC=C(C(OO)=[O:54])C=1.S([O-])([O-])(=O)=S.[Na+].[Na+], predict the reaction product. The product is: [CH2:1]([O:5][CH2:6][CH2:7][O:8][C:9]1[CH:10]=[CH:11][C:12]([C:15]2[CH:16]=[CH:17][C:18]3[N:24]([CH2:25][CH2:26][CH3:27])[CH2:23][CH2:22][C:21]([C:28]([NH:30][C:31]4[CH:32]=[CH:33][C:34]([S:37]([CH2:38][CH2:39][N:40]5[CH:41]=[N:42][N:43]=[CH:44]5)=[O:54])=[CH:35][CH:36]=4)=[O:29])=[CH:20][C:19]=3[CH:45]=2)=[CH:13][CH:14]=1)[CH2:2][CH2:3][CH3:4]. (6) Given the reactants FC(F)(F)C(O)=O.[F:8][C:9]1[CH:14]=[CH:13][C:12]([C@@H:15]([CH3:54])[C:16]([NH:18][C:19]2[CH:24]=[CH:23][C:22]([C:25]3[CH:26]=[CH:27][C:28]4[N:29]([N:31]=[C:32]([N:34]([C:42]5[CH:47]=[CH:46][C:45]([S:48]([CH3:51])(=[O:50])=[O:49])=[CH:44][C:43]=5[O:52][CH3:53])[C:35](=[O:41])[CH2:36][CH2:37][CH2:38][NH:39][CH3:40])[N:33]=4)[CH:30]=3)=[CH:21][CH:20]=2)=[O:17])=[CH:11][CH:10]=1.C(#N)C.O.[ClH:59], predict the reaction product. The product is: [ClH:59].[F:8][C:9]1[CH:10]=[CH:11][C:12]([C@@H:15]([CH3:54])[C:16]([NH:18][C:19]2[CH:20]=[CH:21][C:22]([C:25]3[CH:26]=[CH:27][C:28]4[N:29]([N:31]=[C:32]([N:34]([C:42]5[CH:47]=[CH:46][C:45]([S:48]([CH3:51])(=[O:49])=[O:50])=[CH:44][C:43]=5[O:52][CH3:53])[C:35](=[O:41])[CH2:36][CH2:37][CH2:38][NH:39][CH3:40])[N:33]=4)[CH:30]=3)=[CH:23][CH:24]=2)=[O:17])=[CH:13][CH:14]=1.